This data is from hERG Central: cardiac toxicity at 1µM, 10µM, and general inhibition. The task is: Predict hERG channel inhibition at various concentrations. (1) The molecule is Cc1ccc(CN(Cc2cc3cccc(C)c3[nH]c2=O)C(=S)NCCCN(C)C)cc1. Results: hERG_inhib (hERG inhibition (general)): blocker. (2) The drug is Cc1cccc(-c2nnc(SCc3ccc(C#N)cc3)n2Cc2ccco2)c1. Results: hERG_inhib (hERG inhibition (general)): blocker. (3) The molecule is O=[N+]([O-])c1ccc(Cc2nnc(-c3ccc(F)cc3)o2)cc1. Results: hERG_inhib (hERG inhibition (general)): blocker. (4) The compound is CCOC(=O)N1CCC(N2C(=O)c3ccccc3C2Nc2ccc3c(C)cc(=O)oc3c2)CC1. Results: hERG_inhib (hERG inhibition (general)): blocker. (5) Results: hERG_inhib (hERG inhibition (general)): blocker. The molecule is COc1ccc(CN2CCN(Cc3ccc4cc(F)ccc4n3)CC2CCO)c(C)c1C. (6) The molecule is CC(C)C1N=C2c3ccccc3N=C(SCc3cc(=O)n4cc(Cl)ccc4n3)N2C1=O. Results: hERG_inhib (hERG inhibition (general)): blocker.